From a dataset of Forward reaction prediction with 1.9M reactions from USPTO patents (1976-2016). Predict the product of the given reaction. Given the reactants [S:1](Cl)([C:4]1[CH:10]=[CH:9][C:7]([CH3:8])=[CH:6][CH:5]=1)(=[O:3])=[O:2].[C:12]([O:16][C:17](=[O:22])[NH:18][CH2:19][CH2:20][OH:21])([CH3:15])([CH3:14])[CH3:13].CCN(CC)CC, predict the reaction product. The product is: [C:12]([O:16][C:17]([NH:18][CH2:19][CH2:20][O:21][S:1]([C:4]1[CH:10]=[CH:9][C:7]([CH3:8])=[CH:6][CH:5]=1)(=[O:3])=[O:2])=[O:22])([CH3:15])([CH3:13])[CH3:14].